From a dataset of Catalyst prediction with 721,799 reactions and 888 catalyst types from USPTO. Predict which catalyst facilitates the given reaction. Reactant: [CH2:1]([C:3]1[CH:8]=[C:7]([OH:9])[CH:6]=[C:5]([CH2:10][CH3:11])[C:4]=1[C:12]1[CH:17]=[CH:16][CH:15]=[C:14]([CH:18]=[O:19])[CH:13]=1)[CH3:2].CC1C=CC(S(O[CH2:31][CH2:32][CH2:33][S:34]([CH3:37])(=[O:36])=[O:35])(=O)=O)=CC=1.C(=O)([O-])[O-].[K+].[K+].O. Product: [CH2:10]([C:5]1[CH:6]=[C:7]([O:9][CH2:31][CH2:32][CH2:33][S:34]([CH3:37])(=[O:36])=[O:35])[CH:8]=[C:3]([CH2:1][CH3:2])[C:4]=1[C:12]1[CH:17]=[CH:16][CH:15]=[C:14]([CH:18]=[O:19])[CH:13]=1)[CH3:11]. The catalyst class is: 9.